From a dataset of NCI-60 drug combinations with 297,098 pairs across 59 cell lines. Regression. Given two drug SMILES strings and cell line genomic features, predict the synergy score measuring deviation from expected non-interaction effect. Drug 1: COC1=CC(=CC(=C1O)OC)C2C3C(COC3=O)C(C4=CC5=C(C=C24)OCO5)OC6C(C(C7C(O6)COC(O7)C8=CC=CS8)O)O. Drug 2: C1=NC(=NC(=O)N1C2C(C(C(O2)CO)O)O)N. Cell line: SNB-75. Synergy scores: CSS=20.3, Synergy_ZIP=-6.79, Synergy_Bliss=-0.536, Synergy_Loewe=-11.4, Synergy_HSA=-2.20.